Dataset: Forward reaction prediction with 1.9M reactions from USPTO patents (1976-2016). Task: Predict the product of the given reaction. (1) Given the reactants [Cl:1][C:2]1[CH:3]=[C:4]([CH:9]=[C:10]([OH:12])[CH:11]=1)[C:5]([O:7][CH3:8])=[O:6].Cl[CH:14]([CH3:18])[C:15](=[O:17])[CH3:16].[C:19](=O)([O-])[O-].[K+].[K+].[I-].[K+].[CH3:27][C:28](C)=[O:29], predict the reaction product. The product is: [Cl:1][C:2]1[CH:3]=[C:4]([CH:9]=[C:10]([O:12][CH:14]([C:15](=[O:17])[CH3:16])[CH3:18])[CH:11]=1)[C:5]([O:7][CH:8]([C:28](=[O:29])[CH3:27])[CH3:19])=[O:6]. (2) Given the reactants CON(C)[C:4](=[O:13])[C:5]1[CH:10]=[CH:9][CH:8]=[C:7]([O:11][CH3:12])[CH:6]=1.O1[CH2:19][CH2:18][CH2:17]C1.C1([Mg]Br)CC1, predict the reaction product. The product is: [CH:17]1([C:4]([C:5]2[CH:10]=[CH:9][CH:8]=[C:7]([O:11][CH3:12])[CH:6]=2)=[O:13])[CH2:18][CH2:19]1. (3) Given the reactants CCOCC.[CH3:6][N:7]([CH3:21])[C:8]1([C:15]2[CH:20]=[CH:19][CH:18]=[CH:17][CH:16]=2)[CH2:13][CH2:12][C:11](=O)[CH2:10][CH2:9]1.[CH2:22]1[CH2:26]O[CH2:24][CH2:23]1, predict the reaction product. The product is: [CH:26](=[C:11]1[CH2:12][CH2:13][C:8]([N:7]([CH3:21])[CH3:6])([C:15]2[CH:20]=[CH:19][CH:18]=[CH:17][CH:16]=2)[CH2:9][CH2:10]1)[CH2:22][CH2:23][CH3:24]. (4) Given the reactants [NH2:1][C:2]1[S:3][C:4]2[CH:10]=[C:9]([F:11])[CH:8]=[C:7]([F:12])[C:5]=2[N:6]=1.[CH3:13][C:14]1[S:18][C:17]([C:19](Cl)=[O:20])=[CH:16][CH:15]=1, predict the reaction product. The product is: [F:12][C:7]1[C:5]2[N:6]=[C:2]([NH:1][C:19]([C:17]3[S:18][C:14]([CH3:13])=[CH:15][CH:16]=3)=[O:20])[S:3][C:4]=2[CH:10]=[C:9]([F:11])[CH:8]=1. (5) Given the reactants [C:1]1([CH2:7][C:8]([NH:10][CH2:11][CH2:12][CH:13]2[C:22]3[C:17](=[CH:18][CH:19]=[C:20]([C:23]([NH:25][CH2:26][C:27](Cl)=[O:28])=[O:24])[CH:21]=3)[O:16][CH2:15][CH2:14]2)=[O:9])[CH:6]=[CH:5][CH:4]=[CH:3][CH:2]=1.[Cl-].[Al+3].[Cl-].[Cl-].Cl, predict the reaction product. The product is: [O:28]=[C:27]1[C:21]2[C:22]3[CH:13]([CH2:12][CH2:11][NH:10][C:8](=[O:9])[CH2:7][C:1]4[CH:6]=[CH:5][CH:4]=[CH:3][CH:2]=4)[CH2:14][CH2:15][O:16][C:17]=3[CH:18]=[CH:19][C:20]=2[C:23](=[O:24])[NH:25][CH2:26]1. (6) Given the reactants [F:1][C:2]([F:29])([C:25]([F:28])([F:27])[F:26])[CH2:3][NH:4][C:5]([C:7]1([CH2:20][CH2:21][CH2:22][CH2:23]Br)[C:19]2[CH:18]=[CH:17][CH:16]=[CH:15][C:14]=2[C:13]2[C:8]1=[CH:9][CH:10]=[CH:11][CH:12]=2)=[O:6].[N:30]1([C:36]2[CH:45]=[CH:44][C:43]3[C:38](=[CH:39][CH:40]=[CH:41][CH:42]=3)[N:37]=2)[CH2:35][CH2:34][NH:33][CH2:32][CH2:31]1, predict the reaction product. The product is: [F:1][C:2]([F:29])([C:25]([F:28])([F:27])[F:26])[CH2:3][NH:4][C:5]([C:7]1([CH2:20][CH2:21][CH2:22][CH2:23][N:33]2[CH2:34][CH2:35][N:30]([C:36]3[CH:45]=[CH:44][C:43]4[C:38](=[CH:39][CH:40]=[CH:41][CH:42]=4)[N:37]=3)[CH2:31][CH2:32]2)[C:19]2[CH:18]=[CH:17][CH:16]=[CH:15][C:14]=2[C:13]2[C:8]1=[CH:9][CH:10]=[CH:11][CH:12]=2)=[O:6].